Dataset: Forward reaction prediction with 1.9M reactions from USPTO patents (1976-2016). Task: Predict the product of the given reaction. Given the reactants C([N:8]1[CH:13]2[CH2:14][CH2:15][CH2:16][CH:9]1[CH2:10][O:11][CH2:12]2)C1C=CC=CC=1.C(N(CC)CC)C.[N:24]1[O:25][N:26]=[C:27]2[CH:32]=[C:31]([C:33](Cl)=[O:34])[CH:30]=[CH:29][C:28]=12.OS(O)(=O)=O, predict the reaction product. The product is: [N:24]1[O:25][N:26]=[C:27]2[CH:32]=[C:31]([C:33]([N:8]3[CH:13]4[CH2:14][CH2:15][CH2:16][CH:9]3[CH2:10][O:11][CH2:12]4)=[O:34])[CH:30]=[CH:29][C:28]=12.